This data is from Aqueous solubility values for 9,982 compounds from the AqSolDB database. The task is: Regression/Classification. Given a drug SMILES string, predict its absorption, distribution, metabolism, or excretion properties. Task type varies by dataset: regression for continuous measurements (e.g., permeability, clearance, half-life) or binary classification for categorical outcomes (e.g., BBB penetration, CYP inhibition). For this dataset (solubility_aqsoldb), we predict Y. (1) The drug is O=[Si]([O-])[O-].O=[Si]([O-])[O-].[Al+3].[Na+]. The Y is -3.47 log mol/L. (2) The molecule is C=CC(=O)OCCOc1ccccc1-c1ccccc1. The Y is -3.95 log mol/L. (3) The molecule is Clc1cc(Cl)cc(-c2c(Cl)ccc(Cl)c2Cl)c1. The Y is -7.95 log mol/L. (4) The drug is CC(=O)Oc1ccc2ccccc2c1. The Y is -3.44 log mol/L.